Predict the reaction yield, written as a fraction of the theoretical maximum amount of product (1.0 means a 100% yield; for example, 0.34 means a 34% yield). From a dataset of Reaction yield outcomes from USPTO patents with 853,638 reactions. (1) The reactants are [CH2:1]([Mg]Br)[CH3:2].[Cl:5][C:6]1[CH:7]=[CH:8][C:9]([C:30](OC)=[O:31])=[C:10]2[C:14]=1[N:13]=[C:12]1[N:15]([C:19]3[CH:24]=[CH:23][C:22]([Cl:25])=[CH:21][C:20]=3[C:26]([F:29])([F:28])[F:27])[CH2:16][CH2:17][CH2:18][N:11]21.O1CC[CH2:36][CH2:35]1. No catalyst specified. The product is [Cl:5][C:6]1[C:14]2[N:13]=[C:12]3[N:15]([C:19]4[CH:24]=[CH:23][C:22]([Cl:25])=[CH:21][C:20]=4[C:26]([F:29])([F:28])[F:27])[CH2:16][CH2:17][CH2:18][N:11]3[C:10]=2[C:9]([C:30]([OH:31])([CH2:1][CH3:2])[CH2:35][CH3:36])=[CH:8][CH:7]=1. The yield is 0.560. (2) The reactants are Br[C:2]1[N:6]2[CH2:7][C:8]3([C:15]4[CH:20]=[CH:19][C:18]([O:21][CH3:22])=[CH:17][CH:16]=4)[NH:14][CH2:13][CH2:12][N:9]3[C:10](=[O:11])[C:5]2=[CH:4][CH:3]=1.C(N(CC)CC)C.[CH3:30][Si:31]([C:34]#[CH:35])([CH3:33])[CH3:32]. The catalyst is Cl[Pd](Cl)([P](C1C=CC=CC=1)(C1C=CC=CC=1)C1C=CC=CC=1)[P](C1C=CC=CC=1)(C1C=CC=CC=1)C1C=CC=CC=1.[Cu]I. The product is [CH3:22][O:21][C:18]1[CH:19]=[CH:20][C:15]([C:8]23[NH:14][CH2:13][CH2:12][N:9]2[C:10](=[O:11])[C:5]2[N:6]([C:2]([C:35]#[C:34][Si:31]([CH3:33])([CH3:32])[CH3:30])=[CH:3][CH:4]=2)[CH2:7]3)=[CH:16][CH:17]=1. The yield is 0.620. (3) The reactants are [Li+].[OH-].C[O:4][C:5]([C:7]1[C:16](=[O:17])[C:15]2[C:14]([NH:18][C:19]3[CH:24]=[CH:23][C:22]([I:25])=[CH:21][C:20]=3[F:26])=[CH:13][C:12](=[O:27])[N:11]([CH3:28])[C:10]=2[N:9]([CH3:29])[CH:8]=1)=[O:6]. The catalyst is CO. The product is [F:26][C:20]1[CH:21]=[C:22]([I:25])[CH:23]=[CH:24][C:19]=1[NH:18][C:14]1[C:15]2[C:16](=[O:17])[C:7]([C:5]([OH:6])=[O:4])=[CH:8][N:9]([CH3:29])[C:10]=2[N:11]([CH3:28])[C:12](=[O:27])[CH:13]=1. The yield is 0.0400. (4) The reactants are [C:1]([O:25][CH:26]1[CH2:31][C:30]([CH3:33])([CH3:32])[N:29]([OH:34])[C:28]([CH3:36])([CH3:35])[CH2:27]1)(=[O:24])[CH2:2][CH2:3][CH2:4][CH2:5][CH2:6][CH2:7][CH2:8][CH2:9][C:10]([O:12][CH:13]1[CH2:18][C:17]([CH3:20])([CH3:19])[N:16]([OH:21])[C:15]([CH3:23])([CH3:22])[CH2:14]1)=[O:11].N(O[C:40]([CH3:43])([CH3:42])C)=O.N[C:45]1[CH:50]=[CH:49][CH:48]=[CH:47][CH:46]=1.N1C=C[CH:54]=[CH:53][CH:52]=1. No catalyst specified. The product is [C:1]([O:25][CH:26]1[CH2:27][C:28]([CH3:36])([CH3:35])[N:29]([O:34][C:42]2[CH:40]=[CH:43][CH:54]=[CH:53][CH:52]=2)[C:30]([CH3:33])([CH3:32])[CH2:31]1)(=[O:24])[CH2:2][CH2:3][CH2:4][CH2:5][CH2:6][CH2:7][CH2:8][CH2:9][C:10]([O:12][CH:13]1[CH2:14][C:15]([CH3:22])([CH3:23])[N:16]([O:21][C:45]2[CH:50]=[CH:49][CH:48]=[CH:47][CH:46]=2)[C:17]([CH3:19])([CH3:20])[CH2:18]1)=[O:11]. The yield is 0.479. (5) The reactants are [N:1]1[CH:6]=[CH:5][CH:4]=[CH:3][C:2]=1[CH2:7][OH:8].[Cl:9][C:10]1[CH:15]=[C:14](I)[CH:13]=[CH:12][N:11]=1.C(=O)([O-])[O-].[Cs+].[Cs+].N1C2C(=CC=C3C=2N=CC=C3)C=CC=1. The catalyst is C1(C)C=CC=CC=1.[Cu]I. The product is [Cl:9][C:10]1[CH:15]=[C:14]([O:8][CH2:7][C:2]2[CH:3]=[CH:4][CH:5]=[CH:6][N:1]=2)[CH:13]=[CH:12][N:11]=1. The yield is 0.740. (6) The reactants are C([O:3][C:4](=[O:39])[CH2:5][CH2:6][C:7]1[CH:12]=[CH:11][C:10]([O:13][C:14]2[CH:19]=[C:18]([CH:20]([NH:22][C:23](=[O:35])[C:24]3[CH:29]=[CH:28][C:27]([C:30]([F:33])([F:32])[F:31])=[CH:26][C:25]=3[CH3:34])[CH3:21])[CH:17]=[C:16]([F:36])[CH:15]=2)=[CH:9][C:8]=1[CH2:37][CH3:38])C.O.[OH-].[Li+].Cl. The catalyst is O1CCOCC1.O. The product is [CH2:37]([C:8]1[CH:9]=[C:10]([O:13][C:14]2[CH:19]=[C:18]([CH:20]([NH:22][C:23](=[O:35])[C:24]3[CH:29]=[CH:28][C:27]([C:30]([F:33])([F:32])[F:31])=[CH:26][C:25]=3[CH3:34])[CH3:21])[CH:17]=[C:16]([F:36])[CH:15]=2)[CH:11]=[CH:12][C:7]=1[CH2:6][CH2:5][C:4]([OH:39])=[O:3])[CH3:38]. The yield is 0.840. (7) The reactants are [Br:1][C:2]1[CH:3]=[C:4]([CH:14]=[CH:15][CH:16]=1)[C:5]([CH3:13])([CH3:12])[C@@H:6]([C:9]([OH:11])=[O:10])[NH:7][CH3:8].F[P-](F)(F)(F)(F)F.N1(O[P+](N2CCCC2)(N2CCCC2)N2CCCC2)C2C=CC=CC=2N=N1.C(N(C(C)C)CC)(C)C.Cl.[CH3:60]/[C:61](=[CH:67]\[C@@H:68]([N:72]([CH3:81])[C:73](=[O:80])[C@H:74]([C:76]([CH3:79])([CH3:78])[CH3:77])[NH2:75])[CH:69]([CH3:71])[CH3:70])/[C:62]([O:64][CH2:65][CH3:66])=[O:63]. The catalyst is ClCCl. The product is [Br:1][C:2]1[CH:3]=[C:4]([CH:14]=[CH:15][CH:16]=1)[C:5]([CH3:13])([CH3:12])[C@@H:6]([C:9]([NH:75][C@H:74]([C:73]([N:72]([C@@H:68]([CH:69]([CH3:70])[CH3:71])/[CH:67]=[C:61](\[CH3:60])/[C:62]([O:64][CH2:65][CH3:66])=[O:63])[CH3:81])=[O:80])[C:76]([CH3:78])([CH3:79])[CH3:77])=[O:11])[NH:7][CH3:8].[Br:1][C:2]1[CH:3]=[C:4]([CH:14]=[CH:15][CH:16]=1)[C:5]([CH3:13])([CH3:12])[C@H:6]([C:9]([NH:75][C@H:74]([C:73]([N:72]([C@@H:68]([CH:69]([CH3:71])[CH3:70])/[CH:67]=[C:61](\[CH3:60])/[C:62]([O:64][CH2:65][CH3:66])=[O:63])[CH3:81])=[O:80])[C:76]([CH3:78])([CH3:77])[CH3:79])=[O:10])[NH:7][CH3:8]. The yield is 0.210.